This data is from Full USPTO retrosynthesis dataset with 1.9M reactions from patents (1976-2016). The task is: Predict the reactants needed to synthesize the given product. (1) Given the product [Br:3][C:4]1[CH:5]=[N:6][CH:7]=[C:8]2[N:12]([CH3:13])[N:11]=[CH:10][C:9]=12, predict the reactants needed to synthesize it. The reactants are: [H-].[Na+].[Br:3][C:4]1[CH:5]=[N:6][CH:7]=[C:8](Br)[C:9]=1[CH:10]=[N:11][NH:12][CH3:13]. (2) Given the product [CH3:1][CH:2]1[CH2:7][CH2:6][CH:5]([NH:8][S:9]([NH2:12])(=[O:11])=[O:10])[CH2:4][CH2:3]1, predict the reactants needed to synthesize it. The reactants are: [CH3:1][CH:2]1[CH2:7][CH2:6][CH:5]([NH:8][S:9]([NH:12]C(=O)OCC2C=CC=CC=2)(=[O:11])=[O:10])[CH2:4][CH2:3]1. (3) Given the product [CH2:1]([O:3][C:4](=[O:17])[CH:5]([CH2:19][C:20]1[CH:25]=[CH:24][N:23]=[CH:22][N:21]=1)[C:6]([NH:8][C:9]1[CH:14]=[CH:13][C:12]([I:15])=[CH:11][C:10]=1[F:16])=[O:7])[CH3:2], predict the reactants needed to synthesize it. The reactants are: [CH2:1]([O:3][C:4](=[O:17])[CH2:5][C:6]([NH:8][C:9]1[CH:14]=[CH:13][C:12]([I:15])=[CH:11][C:10]=1[F:16])=[O:7])[CH3:2].Cl[CH2:19][C:20]1[CH:25]=[CH:24][N:23]=[CH:22][N:21]=1.[OH-].[K+]. (4) Given the product [ClH:20].[CH:15]([S:12]([C:7]1[CH:8]=[CH:9][CH:10]=[CH:11][C:6]=1[CH:4]([NH2:1])[CH3:5])(=[O:14])=[O:13])([CH3:17])[CH3:16], predict the reactants needed to synthesize it. The reactants are: [N:1]([CH:4]([C:6]1[CH:11]=[CH:10][CH:9]=[CH:8][C:7]=1[S:12]([CH:15]([CH3:17])[CH3:16])(=[O:14])=[O:13])[CH3:5])=[N+]=[N-].[H][H].[ClH:20]. (5) Given the product [CH3:19][N:16]1[CH2:17][CH2:18][N:13]([CH2:12][C:9]2[CH:10]=[CH:11][C:6]([NH2:5])=[CH:7][C:8]=2[C:20]([F:23])([F:21])[F:22])[CH2:14][CH2:15]1, predict the reactants needed to synthesize it. The reactants are: FC(F)(F)C([NH:5][C:6]1[CH:11]=[CH:10][C:9]([CH2:12][N:13]2[CH2:18][CH2:17][N:16]([CH3:19])[CH2:15][CH2:14]2)=[C:8]([C:20]([F:23])([F:22])[F:21])[CH:7]=1)=O.C([O-])([O-])=O.[K+].[K+]. (6) The reactants are: [C:1]([N:5]1[CH2:10][CH2:9][C:8](=O)[CH2:7][CH2:6]1)([CH3:4])([CH3:3])[CH3:2].[C-:12]#[N:13].[Na+].[NH4+:15].[Cl-]. Given the product [NH2:15][C:8]1([C:12]#[N:13])[CH2:9][CH2:10][N:5]([C:1]([CH3:4])([CH3:3])[CH3:2])[CH2:6][CH2:7]1, predict the reactants needed to synthesize it. (7) Given the product [NH2:1][C:4]1[CH:25]=[CH:24][CH:23]=[CH:22][C:5]=1[CH2:6][NH:7][CH2:8][CH:9]1[CH2:10][CH2:11][N:12]([C:15]([O:17][C:18]([CH3:20])([CH3:21])[CH3:19])=[O:16])[CH2:13][CH2:14]1, predict the reactants needed to synthesize it. The reactants are: [N+:1]([C:4]1[CH:25]=[CH:24][CH:23]=[CH:22][C:5]=1[CH2:6][NH:7][CH2:8][CH:9]1[CH2:14][CH2:13][N:12]([C:15]([O:17][C:18]([CH3:21])([CH3:20])[CH3:19])=[O:16])[CH2:11][CH2:10]1)([O-])=O.